From a dataset of Catalyst prediction with 721,799 reactions and 888 catalyst types from USPTO. Predict which catalyst facilitates the given reaction. (1) Reactant: [N:1]([C:10]([O:12][C:13]([CH3:16])([CH3:15])[CH3:14])=[O:11])=[N:2][C:3]([O:5][C:6]([CH3:9])([CH3:8])[CH3:7])=[O:4].[CH2:17]([Mg]Br)[CH2:18][CH:19]=[CH2:20].CC(O)=O. Product: [C:13]([O:12][C:10]([N:1]([CH2:20][CH2:19][CH:18]=[CH2:17])[NH:2][C:3]([O:5][C:6]([CH3:7])([CH3:8])[CH3:9])=[O:4])=[O:11])([CH3:16])([CH3:15])[CH3:14]. The catalyst class is: 1. (2) Reactant: C([N:8]1[CH2:13][CH2:12][N:11](CC2C=CC=CC=2)[CH2:10][CH:9]1[CH2:21][O:22][CH2:23][O:24][CH2:25][CH2:26][O:27][CH3:28])C1C=CC=CC=1. Product: [CH3:28][O:27][CH2:26][CH2:25][O:24][CH2:23][O:22][CH2:21][CH:9]1[CH2:10][NH:11][CH2:12][CH2:13][NH:8]1. The catalyst class is: 29. (3) Reactant: [Cl:1][C:2]1[N:7]=[CH:6][NH:5][C:4](=[O:8])[CH:3]=1.CI.[C:11]([O-])([O-])=O.[K+].[K+]. Product: [Cl:1][C:2]1[N:7]=[CH:6][N:5]([CH3:11])[C:4](=[O:8])[CH:3]=1. The catalyst class is: 21. (4) Reactant: [Cl:1][C:2]1[C:7]([CH3:8])=[CH:6][C:5]([C@H:9]([NH:11][S@](C(C)(C)C)=O)[CH3:10])=[CH:4][C:3]=1[CH3:18].Cl. Product: [Cl:1][C:2]1[C:7]([CH3:8])=[CH:6][C:5]([C@H:9]([NH2:11])[CH3:10])=[CH:4][C:3]=1[CH3:18]. The catalyst class is: 5. (5) Reactant: [CH:1]([N:4]1[C:8]2=[N:9][C:10]([C:19]3[CH:24]=[C:23]([O:25][CH2:26][CH:27]4[CH2:29][O:28]4)[CH:22]=[C:21]([O:30][CH3:31])[CH:20]=3)=[N:11][C:12]([N:13]3[CH2:18][CH2:17][O:16][CH2:15][CH2:14]3)=[C:7]2[CH:6]=[N:5]1)([CH3:3])[CH3:2].[CH3:32][NH2:33]. Product: [CH:1]([N:4]1[C:8]2=[N:9][C:10]([C:19]3[CH:24]=[C:23]([CH:22]=[C:21]([O:30][CH3:31])[CH:20]=3)[O:25][CH2:26][CH:27]([OH:28])[CH2:29][NH:33][CH3:32])=[N:11][C:12]([N:13]3[CH2:18][CH2:17][O:16][CH2:15][CH2:14]3)=[C:7]2[CH:6]=[N:5]1)([CH3:2])[CH3:3]. The catalyst class is: 5. (6) Reactant: [CH3:1][C:2]1[CH:3]=[C:4]([CH:6]=[CH:7][C:8]=1[N+:9]([O-:11])=[O:10])[NH2:5].[C:12]([C:16]1[O:20][N:19]=[C:18]([NH:21][C:22](=O)[O:23]C2C=CC=CC=2)[CH:17]=1)([CH3:15])([CH3:14])[CH3:13].CCN(C(C)C)C(C)C. Product: [C:12]([C:16]1[O:20][N:19]=[C:18]([NH:21][C:22]([NH:5][C:4]2[CH:6]=[CH:7][C:8]([N+:9]([O-:11])=[O:10])=[C:2]([CH3:1])[CH:3]=2)=[O:23])[CH:17]=1)([CH3:15])([CH3:13])[CH3:14]. The catalyst class is: 230. (7) Reactant: [Cl:1][C:2]1[CH:7]=[CH:6][C:5]([N:8]([CH2:13][C:14](=[CH2:18])[CH2:15][CH2:16]O)[S:9]([CH3:12])(=[O:11])=[O:10])=[C:4]([I:19])[CH:3]=1.C1(P(C2C=CC=CC=2)C2C=CC=CC=2)C=CC=CC=1.C(Br)(Br)(Br)Br.[N-:44]=[N+:45]=[N-:46].[Na+]. Product: [Cl:1][C:2]1[CH:7]=[CH:6][C:5]([N:8]([CH2:13][C:14](=[CH2:18])[CH2:15][CH2:16][N:44]=[N+:45]=[N-:46])[S:9]([CH3:12])(=[O:11])=[O:10])=[C:4]([I:19])[CH:3]=1. The catalyst class is: 287.